Dataset: hERG potassium channel inhibition data for cardiac toxicity prediction from Karim et al.. Task: Regression/Classification. Given a drug SMILES string, predict its toxicity properties. Task type varies by dataset: regression for continuous values (e.g., LD50, hERG inhibition percentage) or binary classification for toxic/non-toxic outcomes (e.g., AMES mutagenicity, cardiotoxicity, hepatotoxicity). Dataset: herg_karim. (1) The compound is Cc1ncoc1-c1nnc(SCCCN2CC3CC3(c3cccc(C(F)(F)F)c3)C2)n1C. The result is 1 (blocker). (2) The compound is CC#Cc1cncc(-c2cccc(C3(C4CC4)N=C(C)C(N)=N3)c2)c1. The result is 0 (non-blocker). (3) The compound is NC1=NC(c2cccc(-c3cncnc3)c2)(c2ccnc(C3CC3)c2)c2cccc(F)c21. The result is 1 (blocker). (4) The drug is COc1cc(CCN2CCN(CC(C)c3ccc4c(c3C)COC4=O)CC2)ccc1C#N. The result is 1 (blocker). (5) The molecule is C[C@H]([C@H](O)c1ccc2c(c1)CCC(=O)N2)N1CCC(O)(c2cccc(COc3ccccc3)c2)CC1. The result is 1 (blocker). (6) The drug is COc1ccc(CN2CCC(NC(=O)c3cc(=O)c4ccc(F)cc4o3)CC2)cc1F. The result is 1 (blocker). (7) The drug is Cc1cc2c(cc1CCN1CCN(C(=O)Cc3ccc(-n4cnnn4)cc3)CC1)COC2=O. The result is 0 (non-blocker).